Binary Classification. Given a miRNA mature sequence and a target amino acid sequence, predict their likelihood of interaction. From a dataset of Experimentally validated miRNA-target interactions with 360,000+ pairs, plus equal number of negative samples. (1) The miRNA is hsa-miR-297 with sequence AUGUAUGUGUGCAUGUGCAUG. The protein sequence of the target gene is MAIRELKVCLLGDTGVGKSSIVCRFVQDHFDHNISPTIGASFMTKTVPCGNELHKFLIWDTAGQERFHSLAPMYYRGSAAAVIVYDITKQDSFYTLKKWVKELKEHGPENIVMAIAGNKCDLSDIREVPLKDAKEYAESIGAIVVETSAKNAINIEELFQGISRQIPPLDPHENGNNGTIKVEKPTMQASRRCC. Result: 1 (interaction). (2) The miRNA is hsa-miR-1827 with sequence UGAGGCAGUAGAUUGAAU. The protein sequence of the target gene is MEPDDFDSEDKEILSWDINDVKLPQNVKKTDWFQEWPDSYAKHIYSSEDKNAQRHLSSWAMRNTNNHNSRILKKSCLGVVVCGRDCLAEEGRKIYLRPAICDKARQKQQRKRCPNCDGPLKLIPCRGHGGFPVTNFWRHDGRFIFFQSKGEHDHPKPETKLEAEARRAMKKVNTAPSSVSLSLKGSTETRSLPGETQSQGSLPLTWSFQEGVQLPGSYSGHLIANTPQQNSLNDCFSFSKSYGLGGITDLTDQTSTVDPMKLYEKRKLSSSRTYSSGDLLPPSASGVYSDHGDLQAWSKN.... Result: 1 (interaction).